From a dataset of Forward reaction prediction with 1.9M reactions from USPTO patents (1976-2016). Predict the product of the given reaction. (1) Given the reactants [OH:1][C:2]1[C:7]([NH:8]/[N:9]=[C:10]2/[C:11]([CH3:26])=[N:12][N:13]([C:16]3[CH:25]=[CH:24][C:23]4[CH2:22][CH2:21][CH2:20][CH2:19][C:18]=4[CH:17]=3)[C:14]/2=[O:15])=[CH:6][CH:5]=[CH:4][C:3]=1[C:27]1[O:31][C:30]([C:32]([OH:34])=[O:33])=[CH:29][CH:28]=1.[NH:35]([CH2:37][C@@H:38]([C@H:40]([C@@H:42]([C@@H:44]([CH2:46][OH:47])[OH:45])[OH:43])[OH:41])[OH:39])[CH3:36].[NH:48]([CH2:50][C@@H:51]([C@H:53]([C@@H:55]([C@@H:57]([CH2:59][OH:60])[OH:58])[OH:56])[OH:54])[OH:52])[CH3:49].[OH:61][C:62]1[C:67]([NH:68][N:69]=[C:70]2[C:74](=[O:75])[N:73]([C:76]3[CH:85]=[CH:84][C:83]4[CH2:82][CH2:81][CH2:80][CH2:79][C:78]=4[CH:77]=3)[N:72]=[C:71]2[CH3:86])=[CH:66][CH:65]=[CH:64][C:63]=1[C:87]1[CH:91]=[CH:90][O:89][C:88]=1[C:92]([OH:94])=[O:93].CO, predict the reaction product. The product is: [NH:35]([CH2:37][C@@H:38]([C@H:40]([C@@H:42]([C@@H:44]([CH2:46][OH:47])[OH:45])[OH:43])[OH:41])[OH:39])[CH3:36].[NH:48]([CH2:50][C@@H:51]([C@H:53]([C@@H:55]([C@@H:57]([CH2:59][OH:60])[OH:58])[OH:56])[OH:54])[OH:52])[CH3:49].[OH:61][C:62]1[C:67]([NH:68][N:69]=[C:70]2[C:74](=[O:75])[N:73]([C:76]3[CH:85]=[CH:84][C:83]4[CH2:82][CH2:81][CH2:80][CH2:79][C:78]=4[CH:77]=3)[N:72]=[C:71]2[CH3:86])=[CH:66][CH:65]=[CH:64][C:63]=1[C:87]1[CH:91]=[CH:90][O:89][C:88]=1[C:92]([OH:94])=[O:93].[NH:35]([CH2:37][C@@H:38]([C@H:40]([C@@H:42]([C@@H:44]([CH2:46][OH:47])[OH:45])[OH:43])[OH:41])[OH:39])[CH3:36].[NH:35]([CH2:37][C@@H:38]([C@H:40]([C@@H:42]([C@@H:44]([CH2:46][OH:47])[OH:45])[OH:43])[OH:41])[OH:39])[CH3:36].[OH:1][C:2]1[C:7]([NH:8]/[N:9]=[C:10]2/[C:11]([CH3:26])=[N:12][N:13]([C:16]3[CH:25]=[CH:24][C:23]4[CH2:22][CH2:21][CH2:20][CH2:19][C:18]=4[CH:17]=3)[C:14]/2=[O:15])=[CH:6][CH:5]=[CH:4][C:3]=1[C:27]1[O:31][C:30]([C:32]([OH:34])=[O:33])=[CH:29][CH:28]=1. (2) The product is: [NH2:23][C:8]1[C:7]2[N:6]=[C:5]([CH2:24][O:25][CH2:26][CH3:27])[N:4]([CH2:3][CH2:2][NH:1][C:32]([NH:31][CH:28]([CH3:30])[CH3:29])=[O:33])[C:16]=2[C:15]2[CH:14]=[CH:13][C:12]([C:17]3[CH:18]=[N:19][CH:20]=[CH:21][CH:22]=3)=[CH:11][C:10]=2[N:9]=1. Given the reactants [NH2:1][CH2:2][CH2:3][N:4]1[C:16]2[C:15]3[CH:14]=[CH:13][C:12]([C:17]4[CH:18]=[N:19][CH:20]=[CH:21][CH:22]=4)=[CH:11][C:10]=3[N:9]=[C:8]([NH2:23])[C:7]=2[N:6]=[C:5]1[CH2:24][O:25][CH2:26][CH3:27].[CH:28]([N:31]=[C:32]=[O:33])([CH3:30])[CH3:29], predict the reaction product. (3) Given the reactants [CH3:1][N:2]1[C:6]2=[CH:7][N:8]=[CH:9][C:10]([C:11]#[C:12][C:13]3[CH:14]=[C:15]([NH2:19])[CH:16]=[CH:17][CH:18]=3)=[C:5]2[CH:4]=[N:3]1.[CH3:20][N:21]1[CH2:26][CH2:25][N:24]([CH2:27][C:28]2[CH:33]=[CH:32][C:31]([NH2:34])=[CH:30][C:29]=2[C:35]([F:38])([F:37])[F:36])[CH2:23][CH2:22]1.Cl[C:40](Cl)([O:42]C(=O)OC(Cl)(Cl)Cl)Cl, predict the reaction product. The product is: [CH3:20][N:21]1[CH2:26][CH2:25][N:24]([CH2:27][C:28]2[CH:33]=[CH:32][C:31]([NH:34][C:40]([NH:19][C:15]3[CH:16]=[CH:17][CH:18]=[C:13]([C:12]#[C:11][C:10]4[CH:9]=[N:8][CH:7]=[C:6]5[N:2]([CH3:1])[N:3]=[CH:4][C:5]=45)[CH:14]=3)=[O:42])=[CH:30][C:29]=2[C:35]([F:38])([F:36])[F:37])[CH2:23][CH2:22]1.